From a dataset of Forward reaction prediction with 1.9M reactions from USPTO patents (1976-2016). Predict the product of the given reaction. (1) Given the reactants [NH2:1][C:2]1[CH:3]=[C:4]([CH:9]=[CH:10][C:11]=1[NH:12][CH2:13][CH:14]1[CH2:19][CH2:18][O:17][CH2:16][CH2:15]1)[C:5]([O:7][CH3:8])=[O:6].[C:20](Cl)(=[O:25])[C:21]([CH3:24])([CH3:23])[CH3:22], predict the reaction product. The product is: [CH3:22][C:21]([CH3:24])([CH3:23])[C:20]([NH:1][C:2]1[CH:3]=[C:4]([CH:9]=[CH:10][C:11]=1[NH:12][CH2:13][CH:14]1[CH2:19][CH2:18][O:17][CH2:16][CH2:15]1)[C:5]([O:7][CH3:8])=[O:6])=[O:25]. (2) Given the reactants [CH3:1][O:2][C:3]1[CH:4]=[C:5]([C:9]2[NH:14][C:13](=[S:15])[NH:12][C:11](=[O:16])[C:10]=2[C:17]#[N:18])[CH:6]=[CH:7][CH:8]=1.Br.[Cl:20][C:21]1[CH:22]=[C:23]([CH:26]=[CH:27][C:28]=1[Cl:29])[CH2:24][NH2:25].C(N([CH:36]([CH3:38])[CH3:37])CC)(C)C, predict the reaction product. The product is: [Cl:20][C:21]1[CH:22]=[C:23]([CH:26]=[CH:27][C:28]=1[Cl:29])[CH2:24][NH:25][C:4]1[CH:3]=[C:8]([CH:38]=[CH:36][CH:37]=1)[CH2:7][S:15][C:13]1[NH:12][C:11](=[O:16])[C:10]([C:17]#[N:18])=[C:9]([C:5]2[CH:6]=[CH:7][CH:8]=[C:3]([O:2][CH3:1])[CH:4]=2)[N:14]=1. (3) The product is: [NH2:21][CH:18]1[CH2:19][CH2:20][N:15]([CH2:14][CH:12]2[C:11]3=[C:2]([F:1])[CH:3]=[N:4][C:5]4[CH:6]=[CH:7][C:8](=[O:29])[N:9]([C:10]=43)[CH2:13]2)[CH2:16][CH2:17]1. Given the reactants [F:1][C:2]1[CH:3]=[N:4][C:5]2[CH:6]=[CH:7][C:8](=[O:29])[N:9]3[CH2:13][CH:12]([CH2:14][N:15]4[CH2:20][CH2:19][CH:18]([NH:21]C(=O)OC(C)(C)C)[CH2:17][CH2:16]4)[C:11]=1[C:10]=23.C(O)(C(F)(F)F)=O, predict the reaction product. (4) Given the reactants [NH2:1][C:2]1[N:10]=[C:9]([O:11][CH2:12][CH2:13][CH2:14][CH3:15])[N:8]=[C:7]2[C:3]=1[NH:4][C:5](=[O:38])[N:6]2[CH2:16][CH2:17][CH2:18][N:19]([CH2:26][C:27]1[CH:28]=[C:29]([CH2:33][C:34]([O:36][CH3:37])=[O:35])[CH:30]=[CH:31][CH:32]=1)[CH:20]1[CH2:25][CH2:24][NH:23][CH2:22][CH2:21]1.[C:39](Cl)(=[O:41])[CH3:40], predict the reaction product. The product is: [C:39]([N:23]1[CH2:24][CH2:25][CH:20]([N:19]([CH2:26][C:27]2[CH:28]=[C:29]([CH2:33][C:34]([O:36][CH3:37])=[O:35])[CH:30]=[CH:31][CH:32]=2)[CH2:18][CH2:17][CH2:16][N:6]2[C:5](=[O:38])[NH:4][C:3]3[C:7]2=[N:8][C:9]([O:11][CH2:12][CH2:13][CH2:14][CH3:15])=[N:10][C:2]=3[NH2:1])[CH2:21][CH2:22]1)(=[O:41])[CH3:40].